From a dataset of Full USPTO retrosynthesis dataset with 1.9M reactions from patents (1976-2016). Predict the reactants needed to synthesize the given product. (1) Given the product [N:1]1[CH:2]=[CH:3][C:4]([C:7]2[S:8][CH:9]=[C:10]([NH:12][C:13](=[O:33])[NH:14][C:15]3[N:20]=[C:19]([CH2:21][N:22]4[CH2:23][CH2:24][CH:25]([C:28]([OH:30])=[O:29])[CH2:26][CH2:27]4)[CH:18]=[CH:17][CH:16]=3)[N:11]=2)=[CH:5][CH:6]=1, predict the reactants needed to synthesize it. The reactants are: [N:1]1[CH:6]=[CH:5][C:4]([C:7]2[S:8][CH:9]=[C:10]([NH:12][C:13](=[O:33])[NH:14][C:15]3[N:20]=[C:19]([CH2:21][N:22]4[CH2:27][CH2:26][CH:25]([C:28]([O:30]CC)=[O:29])[CH2:24][CH2:23]4)[CH:18]=[CH:17][CH:16]=3)[N:11]=2)=[CH:3][CH:2]=1.[Li+].[OH-]. (2) Given the product [OH:2][C:3]1[CH:4]=[C:5]([S:46]([NH:49][CH3:50])(=[O:48])=[O:47])[CH:6]=[CH:7][C:8]=1[C:9]1[C:17]2[C:16]([NH:18][C@H:19]([C:21]3[N:26]([C:27]4[CH:28]=[CH:29][CH:30]=[CH:31][CH:32]=4)[C:25](=[O:33])[C:24]4=[C:34]([CH3:37])[CH:35]=[CH:36][N:23]4[N:22]=3)[CH3:20])=[N:15][CH:14]=[N:13][C:12]=2[NH:11][CH:10]=1, predict the reactants needed to synthesize it. The reactants are: C[O:2][C:3]1[CH:4]=[C:5]([S:46]([NH:49][CH3:50])(=[O:48])=[O:47])[CH:6]=[CH:7][C:8]=1[C:9]1[C:17]2[C:16]([NH:18][C@H:19]([C:21]3[N:26]([C:27]4[CH:32]=[CH:31][CH:30]=[CH:29][CH:28]=4)[C:25](=[O:33])[C:24]4=[C:34]([CH3:37])[CH:35]=[CH:36][N:23]4[N:22]=3)[CH3:20])=[N:15][CH:14]=[N:13][C:12]=2[N:11](COCC[Si](C)(C)C)[CH:10]=1.B(Br)(Br)Br.N. (3) Given the product [CH2:21]([O:20][C:18]([C:10]1[CH:11]=[N:12][C:13]2[N:14]([N:15]=[CH:16][C:17]=2[S:25]([OH:28])(=[O:27])=[O:26])[C:9]=1[NH:8][C:5]1[CH:6]=[CH:7][C:2]([F:1])=[CH:3][C:4]=1[CH3:23])=[O:19])[CH3:22], predict the reactants needed to synthesize it. The reactants are: [F:1][C:2]1[CH:7]=[CH:6][C:5]([NH:8][C:9]2[N:14]3[N:15]=[CH:16][CH:17]=[C:13]3[N:12]=[CH:11][C:10]=2[C:18]([O:20][CH2:21][CH3:22])=[O:19])=[C:4]([CH3:23])[CH:3]=1.Cl[S:25]([OH:28])(=[O:27])=[O:26].